From a dataset of Forward reaction prediction with 1.9M reactions from USPTO patents (1976-2016). Predict the product of the given reaction. (1) Given the reactants [OH:1][CH2:2][C:3]1[CH:8]=[CH:7][CH:6]=[CH:5][C:4]=1[Si:9]([CH3:19])([CH3:18])/[CH:10]=[CH:11]/[CH2:12][CH2:13][CH2:14][CH2:15][CH2:16][CH3:17].C1(C#C)C=CC=CC=1.C[SiH](C)C1C=CC=CC=1COC1CCCCO1.C#CCCCCCC, predict the reaction product. The product is: [OH:1][CH2:2][C:3]1[CH:8]=[CH:7][CH:6]=[CH:5][C:4]=1[Si:9]([CH3:18])([CH3:19])/[CH:10]=[CH:11]/[C:12]1[CH:17]=[CH:16][CH:15]=[CH:14][CH:13]=1. (2) Given the reactants [NH2:1][C:2]1[CH:7]=[CH:6][C:5]([C:8]2[C:16]3[C:11](=[CH:12][N:13]=[CH:14][CH:15]=3)[NH:10][C:9]=2[C:17]([O:19]CC)=O)=[CH:4][CH:3]=1.[NH3:22].C, predict the reaction product. The product is: [NH2:1][C:2]1[CH:3]=[CH:4][C:5]([C:8]2[C:16]3[C:11](=[CH:12][N:13]=[CH:14][CH:15]=3)[NH:10][C:9]=2[C:17]([NH2:22])=[O:19])=[CH:6][CH:7]=1. (3) Given the reactants C1(P(C2C=CC=CC=2)C2C=CC=CC=2)C=CC=CC=1.N1C=CN=C1.[I:25]I.[CH2:27]([O:34][C:35](=[O:41])[NH:36][C@H:37]([CH3:40])[CH2:38]O)[C:28]1[CH:33]=[CH:32][CH:31]=[CH:30][CH:29]=1, predict the reaction product. The product is: [CH2:27]([O:34][C:35](=[O:41])[NH:36][C@H:37]([CH3:40])[CH2:38][I:25])[C:28]1[CH:33]=[CH:32][CH:31]=[CH:30][CH:29]=1. (4) Given the reactants C[O:2][C:3](=[O:23])[C:4]1[CH:9]=[C:8]([N:10]([S:12]([CH:15]2[CH2:17][CH2:16]2)(=[O:14])=[O:13])[CH3:11])[N:7]=[C:6]([NH:18][C@H:19]([CH2:21][CH3:22])[CH3:20])[CH:5]=1.[OH-].[Na+].Cl, predict the reaction product. The product is: [C@@H:19]([NH:18][C:6]1[CH:5]=[C:4]([CH:9]=[C:8]([N:10]([S:12]([CH:15]2[CH2:16][CH2:17]2)(=[O:13])=[O:14])[CH3:11])[N:7]=1)[C:3]([OH:23])=[O:2])([CH2:21][CH3:22])[CH3:20]. (5) The product is: [O:10]1[C:11]2[CH:17]=[CH:16][CH:15]=[CH:14][C:12]=2[N:13]=[C:9]1[C:6]1[CH:7]=[CH:8][C:3]([CH:2]([CH2:2][C:3]2[CH:8]=[CH:7][C:38]([C:37]3[O:36][C:35]4[CH:34]=[CH:16][CH:17]=[CH:11][C:12]=4[N:13]=3)=[CH:5][C:4]=2[Cl:18])[C:19]#[N:20])=[C:4]([Cl:18])[CH:5]=1. Given the reactants Br[CH2:2][C:3]1[CH:8]=[CH:7][C:6]([C:9]2[O:10][C:11]3[CH:17]=[CH:16][CH:15]=[CH:14][C:12]=3[N:13]=2)=[CH:5][C:4]=1[Cl:18].[C-:19]#[N:20].[K+].[CH2:34]1O[CH2:38][CH2:37][O:36][CH2:35][CH2:34]O[CH2:38][CH2:37][O:36][CH2:35][CH2:34]O[CH2:38][CH2:37][O:36][CH2:35]1.O, predict the reaction product. (6) Given the reactants [NH2:1][CH2:2][CH2:3][CH2:4][CH2:5][CH2:6][CH2:7][CH2:8][CH2:9][CH2:10][CH2:11][CH2:12][CH2:13][OH:14].C([O:17][C:18](=O)[C:19]([F:22])([F:21])[F:20])C, predict the reaction product. The product is: [F:20][C:19]([F:22])([F:21])[C:18]([NH:1][CH2:2][CH2:3][CH2:4][CH2:5][CH2:6][CH2:7][CH2:8][CH2:9][CH2:10][CH2:11][CH2:12][CH2:13][OH:14])=[O:17]. (7) Given the reactants [CH3:1][N:2]1[CH2:8][CH:7]([OH:9])[C:6]2[CH:10]=[CH:11][S:12][C:5]=2[CH2:4][CH2:3]1.[C:13]([C:16]1[CH:21]=[CH:20][C:19](F)=[C:18]([Cl:23])[CH:17]=1)(=[O:15])[NH2:14], predict the reaction product. The product is: [ClH:23].[C:13]([C:16]1[CH:21]=[CH:20][C:19]([O:9][CH:7]2[CH2:8][N:2]([CH3:1])[CH2:3][CH2:4][C:5]3[S:12][CH:11]=[CH:10][C:6]2=3)=[C:18]([Cl:23])[CH:17]=1)(=[O:15])[NH2:14].